This data is from Forward reaction prediction with 1.9M reactions from USPTO patents (1976-2016). The task is: Predict the product of the given reaction. (1) Given the reactants [Br:1][C:2]1[C:7]([O:8]C)=[CH:6][C:5]([CH:10]=[CH:11][C:12]2[CH:17]=[CH:16][CH:15]=[CH:14][CH:13]=2)=[CH:4][C:3]=1[O:18]C.B(Br)(Br)Br, predict the reaction product. The product is: [Br:1][C:2]1[C:7]([OH:8])=[CH:6][C:5]([CH:10]=[CH:11][C:12]2[CH:13]=[CH:14][CH:15]=[CH:16][CH:17]=2)=[CH:4][C:3]=1[OH:18]. (2) Given the reactants [O:1]=[C:2]1[CH:7]=[C:6]([CH:8]2[CH2:13][CH2:12][N:11](C(OC(C)(C)C)=O)[CH2:10][CH2:9]2)[N:5]2[N:21]=[C:22]3[N:27]=[C:26]([C:28]4[CH:33]=[CH:32][CH:31]=[CH:30][CH:29]=4)[CH:25]=[CH:24][C:23]3=[C:4]2[NH:3]1.[ClH:34], predict the reaction product. The product is: [ClH:34].[C:28]1([C:26]2[CH:25]=[CH:24][C:23]3[C:22]([N:27]=2)=[N:21][N:5]2[C:6]([CH:8]4[CH2:9][CH2:10][NH:11][CH2:12][CH2:13]4)=[CH:7][C:2](=[O:1])[NH:3][C:4]=32)[CH:29]=[CH:30][CH:31]=[CH:32][CH:33]=1. (3) Given the reactants [Mg].BrC(Br)C.Br[C:7]1[CH:15]=[CH:14][C:10]([N:11]([CH3:13])[CH3:12])=[CH:9][CH:8]=1.[CH2:16]=[CH:17][C:18](Cl)=[CH2:19], predict the reaction product. The product is: [CH2:16]=[C:17]([C:7]1[CH:15]=[CH:14][C:10]([N:11]([CH3:13])[CH3:12])=[CH:9][CH:8]=1)[CH:18]=[CH2:19]. (4) Given the reactants [Br:1][C:2]1[C:3](F)=[C:4]([CH:7]=[CH:8][CH:9]=1)[C:5]#[N:6].Cl.[NH2:12][CH2:13][C:14]([NH2:16])=[O:15].C([O-])([O-])=O.[K+].[K+], predict the reaction product. The product is: [Br:1][C:2]1[CH:9]=[CH:8][CH:7]=[C:4]([C:5]#[N:6])[C:3]=1[NH:12][CH2:13][C:14]([NH2:16])=[O:15]. (5) Given the reactants C[C@H](NC(OCC1[C:22]2[C:17](=[CH:18][CH:19]=[CH:20][CH:21]=2)[C:22]2[C:17]1=[CH:18][CH:19]=[CH:20][CH:21]=2)=O)C=O.[C:23]([OH:40])(=[O:39])[CH2:24][CH2:25][CH2:26][CH2:27][CH2:28]CCCCCCCCCC.CN(C(ON1N=NC2C=CC=CC1=2)=[N+](C)C)C.F[P-](F)(F)(F)(F)F, predict the reaction product. The product is: [C:17]1([O:39][CH3:23])[CH:18]=[CH:19][CH:20]=[CH:21][CH:22]=1.[C:23]1([OH:40])[CH:24]=[CH:25][CH:26]=[CH:27][CH:28]=1. (6) Given the reactants [CH:1]([NH:4][CH:5]([CH3:7])C)([CH3:3])C.C1CCCC1.C1([Li])C=CC=CC=1.[CH2:20]([O:22][CH2:23]C)C.N.[Cl-:26].[NH4+].OO.S([O-])([O-])(=O)=S.[Na+].[Na+].[O:37]1[CH2:41]CCC1, predict the reaction product. The product is: [Cl:26][C:1]1[C:3]([O:37][CH3:41])=[C:20]([O:22][CH3:23])[CH:7]=[CH:5][N:4]=1.